This data is from Full USPTO retrosynthesis dataset with 1.9M reactions from patents (1976-2016). The task is: Predict the reactants needed to synthesize the given product. (1) Given the product [Br:12][C:13]1[CH:14]=[CH:15][C:16]([C:19]2[CH:24]=[CH:23][CH:22]=[CH:21][C:20]=2[NH:25][S:29]([CH:26]([CH3:28])[CH3:27])(=[O:31])=[O:30])=[CH:17][CH:18]=1, predict the reactants needed to synthesize it. The reactants are: N12CCCN=C1CCCCC2.[Br:12][C:13]1[CH:18]=[CH:17][C:16]([C:19]2[CH:24]=[CH:23][CH:22]=[CH:21][C:20]=2[NH2:25])=[CH:15][CH:14]=1.[CH:26]([S:29](Cl)(=[O:31])=[O:30])([CH3:28])[CH3:27]. (2) The reactants are: [N:1]12[CH2:8][CH2:7][CH:4]([CH2:5][CH2:6]1)[CH:3]([NH:9][C:10]([C:12]1[CH:13]=[CH:14][CH:15]=[C:16]3[O:20][C:19]([C:21]4[CH:26]=[CH:25][C:24](I)=[CH:23][CH:22]=4)=[N:18][C:17]=13)=[O:11])[CH2:2]2.[C:28]1(B(O)O)[CH:33]=[CH:32][CH:31]=[CH:30][CH:29]=1.C([O-])([O-])=O.[Na+].[Na+]. Given the product [N:1]12[CH2:8][CH2:7][CH:4]([CH2:5][CH2:6]1)[CH:3]([NH:9][C:10]([C:12]1[CH:13]=[CH:14][CH:15]=[C:16]3[O:20][C:19]([C:21]4[CH:26]=[CH:25][C:24]([C:28]5[CH:33]=[CH:32][CH:31]=[CH:30][CH:29]=5)=[CH:23][CH:22]=4)=[N:18][C:17]=13)=[O:11])[CH2:2]2, predict the reactants needed to synthesize it. (3) Given the product [C:1]([O:5][C:6]([NH:8][C:9]1([CH3:17])[CH2:13][CH2:12][CH2:11][CH:10]1[NH:20][C:23](=[O:29])[O:51][C@@H:49]1[CH2:50][C@H:45]([CH3:44])[CH2:46][CH2:47][C@H:48]1[CH:52]([CH3:54])[CH3:53])=[O:7])([CH3:2])([CH3:3])[CH3:4], predict the reactants needed to synthesize it. The reactants are: [C:1]([O:5][C:6]([NH:8][C:9]1([CH3:17])[CH2:13][CH2:12][CH2:11][CH:10]1C(O)=O)=[O:7])([CH3:4])([CH3:3])[CH3:2].C([N:20]([CH2:23]C)CC)C.N(P(OC1C=CC=CC=1)(OC1C=CC=CC=1)=[O:29])=[N+]=[N-].[CH3:44][C@H:45]1[CH2:50][C@@H:49]([OH:51])[C@H:48]([CH:52]([CH3:54])[CH3:53])[CH2:47][CH2:46]1. (4) Given the product [Cl:26][C:24]1[CH:25]=[C:9]([Cl:8])[C:10]([O:11][C:12]2[N:16]([CH3:17])[N:15]=[C:14]([CH2:18][CH3:19])[C:13]=2[CH:20]=[CH2:1])=[CH:22][C:23]=1[OH:27], predict the reactants needed to synthesize it. The reactants are: [CH3:1][Si](C[Mg]Cl)(C)C.[Cl:8][C:9]1[CH:25]=[C:24]([Cl:26])[C:23]([O:27]CC2C=CC(OC)=CC=2)=[CH:22][C:10]=1[O:11][C:12]1[N:16]([CH3:17])[N:15]=[C:14]([CH2:18][CH3:19])[C:13]=1[CH:20]=O.S(=O)(=O)(O)O.O. (5) Given the product [ClH:1].[Cl:1][C:2]1[C:7]([F:8])=[CH:6][C:5]([C:9]2[N:10]=[C:11]([N:18]3[CH2:23][CH2:22][CH:21]([CH2:24][C:25]4[NH:37][N:36]=[N:35][N:26]=4)[CH2:20][CH2:19]3)[C:12]3[S:17][CH:16]=[CH:15][C:13]=3[N:14]=2)=[C:4]([F:27])[CH:3]=1, predict the reactants needed to synthesize it. The reactants are: [Cl:1][C:2]1[C:7]([F:8])=[CH:6][C:5]([C:9]2[N:10]=[C:11]([N:18]3[CH2:23][CH2:22][CH:21]([CH2:24][C:25]#[N:26])[CH2:20][CH2:19]3)[C:12]3[S:17][CH:16]=[CH:15][C:13]=3[N:14]=2)=[C:4]([F:27])[CH:3]=1.CN1CCCC1=O.[N-:35]=[N+:36]=[N-:37].[Na+].Cl.O1CCOCC1. (6) Given the product [O:4]1[C:8]2=[C:9]([N:13]3[CH2:18][CH2:17][N:16]([CH2:19][CH2:20][C@H:21]4[CH2:26][CH2:25][C@H:24]([NH:27][C:37](=[O:38])[C:36]5[CH:40]=[CH:41][C:33]([N:28]6[CH:32]=[CH:31][CH:30]=[CH:29]6)=[CH:34][CH:35]=5)[CH2:23][CH2:22]4)[CH2:15][CH2:14]3)[N:10]=[CH:11][CH:12]=[C:7]2[CH2:6][CH2:5]1, predict the reactants needed to synthesize it. The reactants are: Cl.Cl.Cl.[O:4]1[C:8]2=[C:9]([N:13]3[CH2:18][CH2:17][N:16]([CH2:19][CH2:20][C@H:21]4[CH2:26][CH2:25][C@H:24]([NH2:27])[CH2:23][CH2:22]4)[CH2:15][CH2:14]3)[N:10]=[CH:11][CH:12]=[C:7]2[CH2:6][CH2:5]1.[N:28]1([C:33]2[CH:41]=[CH:40][C:36]([C:37](O)=[O:38])=[CH:35][CH:34]=2)[CH:32]=[CH:31][CH:30]=[CH:29]1.